Dataset: Full USPTO retrosynthesis dataset with 1.9M reactions from patents (1976-2016). Task: Predict the reactants needed to synthesize the given product. (1) The reactants are: [CH3:1][O:2][C:3]([C:5]1([CH:11](OS(C2C=CC(C)=CC=2)(=O)=O)[CH3:12])[CH2:10][O:9][CH2:8][CH2:7][O:6]1)=[O:4].Cl.C(OCC)C. Given the product [CH3:1][O:2][C:3]([C:5]1([CH:11]=[CH2:12])[CH2:10][O:9][CH2:8][CH2:7][O:6]1)=[O:4], predict the reactants needed to synthesize it. (2) Given the product [NH2:1][C:2]1[O:6][N:5]=[C:4]([C:7]2[CH:12]=[CH:11][CH:10]=[CH:9][C:8]=2[O:13][C:14]([F:15])([F:16])[F:17])[C:3]=1[C:18]([N:46]1[CH2:45][CH2:44][N:43]([C:49]2[CH:50]=[CH:51][C:52]([OH:55])=[CH:53][CH:54]=2)[CH2:48][CH2:47]1)=[O:20], predict the reactants needed to synthesize it. The reactants are: [NH2:1][C:2]1[O:6][N:5]=[C:4]([C:7]2[CH:12]=[CH:11][CH:10]=[CH:9][C:8]=2[O:13][C:14]([F:17])([F:16])[F:15])[C:3]=1[C:18]([OH:20])=O.Cl.C(N=C=NCCCN(C)C)C.OC1C2N=NNC=2C=CC=1.[N:43]1([C:49]2[CH:54]=[CH:53][C:52]([OH:55])=[CH:51][CH:50]=2)[CH2:48][CH2:47][NH:46][CH2:45][CH2:44]1. (3) The reactants are: [CH:1]([N:4]1[CH2:9][CH2:8][CH:7]([O:10][C:11]2[CH:22]=[CH:21][C:14]3[S:15][C:16]([C:18](O)=[O:19])=[CH:17][C:13]=3[CH:12]=2)[CH2:6][CH2:5]1)([CH3:3])[CH3:2].Cl.[F:24][C:25]1([F:31])[CH2:30][CH2:29][NH:28][CH2:27][CH2:26]1.F[P-](F)(F)(F)(F)F.N1(O[P+](N(C)C)(N(C)C)N(C)C)C2C=CC=CC=2N=N1.C(N(C(C)C)C(C)C)C. Given the product [F:24][C:25]1([F:31])[CH2:30][CH2:29][N:28]([C:18]([C:16]2[S:15][C:14]3[CH:21]=[CH:22][C:11]([O:10][CH:7]4[CH2:6][CH2:5][N:4]([CH:1]([CH3:3])[CH3:2])[CH2:9][CH2:8]4)=[CH:12][C:13]=3[CH:17]=2)=[O:19])[CH2:27][CH2:26]1, predict the reactants needed to synthesize it.